This data is from Reaction yield outcomes from USPTO patents with 853,638 reactions. The task is: Predict the reaction yield, written as a fraction of the theoretical maximum amount of product (1.0 means a 100% yield; for example, 0.34 means a 34% yield). The reactants are ClC1C=C(OC)C=CC=1[C:10]#[C:11][Si:12]([CH3:15])([CH3:14])[CH3:13].FC(F)(F)S(O[C:22]1[C:27]([Cl:28])=[CH:26][C:25]([F:29])=[CH:24][C:23]=1[Cl:30])(=O)=O. No catalyst specified. The product is [Cl:30][C:23]1[CH:24]=[C:25]([F:29])[CH:26]=[C:27]([Cl:28])[C:22]=1[C:10]#[C:11][Si:12]([CH3:15])([CH3:14])[CH3:13]. The yield is 0.520.